This data is from Ames mutagenicity test results for genotoxicity prediction. The task is: Regression/Classification. Given a drug SMILES string, predict its toxicity properties. Task type varies by dataset: regression for continuous values (e.g., LD50, hERG inhibition percentage) or binary classification for toxic/non-toxic outcomes (e.g., AMES mutagenicity, cardiotoxicity, hepatotoxicity). Dataset: ames. (1) The compound is O=[N+]([O-])c1c2c(cc3ccccc13)C(O)C(O)C=C2. The result is 1 (mutagenic). (2) The compound is Brc1cc(Br)c(-c2c(Br)cc(Br)cc2Br)c(Br)c1. The result is 0 (non-mutagenic). (3) The molecule is Cc1ccccc1O. The result is 0 (non-mutagenic). (4) The drug is CC[N+]([O-])(CC)CCn1nc2c3c(c(CO)ccc31)Sc1cc(Cl)ccc1-2. The result is 1 (mutagenic). (5) The result is 1 (mutagenic). The drug is O=[N+]([O-])c1cc2c(cc3ccc4cccc5ccc2c3c45)o1.